From a dataset of Catalyst prediction with 721,799 reactions and 888 catalyst types from USPTO. Predict which catalyst facilitates the given reaction. Reactant: [CH3:1][O:2][C:3]1[CH:12]=[C:11]2[C:6]([CH:7]=[CH:8][CH:9]=[C:10]2[CH2:13][CH2:14][NH2:15])=[CH:5][CH:4]=1.[C:16]([O-])(=[O:18])[CH3:17].[Na+].C(O)C.C(OC(=O)C)(=O)C. Product: [CH3:1][O:2][C:3]1[CH:12]=[C:11]2[C:6]([CH:7]=[CH:8][CH:9]=[C:10]2[CH2:13][CH2:14][NH:15][C:16](=[O:18])[CH3:17])=[CH:5][CH:4]=1. The catalyst class is: 6.